Dataset: Full USPTO retrosynthesis dataset with 1.9M reactions from patents (1976-2016). Task: Predict the reactants needed to synthesize the given product. (1) Given the product [OH:1][C@@H:2]([C@H:4]1[C:24](=[O:25])[N:6]2[C:7]([C:11]([O:13][CH2:14][C:15]3[CH:16]=[CH:17][C:18]([N+:21]([O-:23])=[O:22])=[CH:19][CH:20]=3)=[O:12])=[C:8]([C:31]3[S:30][C:29]4=[C:45]([S:48][CH3:49])[N:46]=[CH:47][N:28]4[C:27]=3[CH3:26])[CH2:9][C@H:5]12)[CH3:3], predict the reactants needed to synthesize it. The reactants are: [OH:1][C@@H:2]([C@H:4]1[C:24](=[O:25])[N:6]2[C@@H:7]([C:11]([O:13][CH2:14][C:15]3[CH:20]=[CH:19][C:18]([N+:21]([O-:23])=[O:22])=[CH:17][CH:16]=3)=[O:12])[C:8](=O)[CH2:9][C@H:5]12)[CH3:3].[CH3:26][C:27]1[N:28]2[CH:47]=[N:46][C:45]([S:48][CH3:49])=[C:29]2[S:30][C:31]=1[Sn](CCCC)(CCCC)CCCC. (2) Given the product [F:18][C:15]1[CH:16]=[CH:17][C:12]([C:7]2[CH:6]=[CH:5][C:4]3[C:9](=[CH:10][CH:11]=[C:2]([S:22][C:21]4[CH:23]=[CH:24][CH:25]=[CH:26][C:20]=4[C:19]([O:28][CH3:29])=[O:27])[CH:3]=3)[N:8]=2)=[CH:13][CH:14]=1, predict the reactants needed to synthesize it. The reactants are: Br[C:2]1[CH:3]=[C:4]2[C:9](=[CH:10][CH:11]=1)[N:8]=[C:7]([C:12]1[CH:17]=[CH:16][C:15]([F:18])=[CH:14][CH:13]=1)[CH:6]=[CH:5]2.[C:19]([O:28][CH3:29])(=[O:27])[C:20]1[C:21](=[CH:23][CH:24]=[CH:25][CH:26]=1)[SH:22].C(N(CC)C(C)C)(C)C.C1(P(C2C=CC=CC=2)C2C3OC4C(=CC=CC=4P(C4C=CC=CC=4)C4C=CC=CC=4)C(C)(C)C=3C=CC=2)C=CC=CC=1. (3) The reactants are: [CH2:1]([NH:8][CH2:9][CH2:10][C:11]1[CH:16]=[CH:15][C:14]([S:17]([C:20]2[CH:30]=[CH:29][C:23]([C:24]([O:26][CH2:27][CH3:28])=[O:25])=[C:22]([OH:31])[CH:21]=2)(=[O:19])=[O:18])=[CH:13][CH:12]=1)[C:2]1[CH:7]=[CH:6][CH:5]=[CH:4][CH:3]=1.[Cl:32][C:33]1[CH:34]=[C:35]([C@@H:39]2[CH2:41][O:40]2)[CH:36]=[CH:37][CH:38]=1. Given the product [CH2:1]([N:8]([CH2:41][C@@H:39]([C:35]1[CH:36]=[CH:37][CH:38]=[C:33]([Cl:32])[CH:34]=1)[OH:40])[CH2:9][CH2:10][C:11]1[CH:12]=[CH:13][C:14]([S:17]([C:20]2[CH:30]=[CH:29][C:23]([C:24]([O:26][CH2:27][CH3:28])=[O:25])=[C:22]([OH:31])[CH:21]=2)(=[O:19])=[O:18])=[CH:15][CH:16]=1)[C:2]1[CH:7]=[CH:6][CH:5]=[CH:4][CH:3]=1, predict the reactants needed to synthesize it. (4) Given the product [ClH:21].[NH2:2][C@H:3]([C:8]1[CH:13]=[C:12]([C:14]([CH3:19])([CH3:20])[C:15]([F:16])([F:17])[F:18])[CH:11]=[C:10]([Cl:21])[CH:9]=1)[CH2:4][C:5]([O:7][CH2:22][CH3:23])=[O:6], predict the reactants needed to synthesize it. The reactants are: Cl.[NH2:2][C@H:3]([C:8]1[CH:13]=[C:12]([C:14]([CH3:20])([CH3:19])[C:15]([F:18])([F:17])[F:16])[CH:11]=[C:10]([Cl:21])[CH:9]=1)[CH2:4][C:5]([OH:7])=[O:6].[CH2:22](OCC)[CH3:23]. (5) Given the product [C:1]([C:5]1[CH:6]=[C:21]([CH2:22][C:23]([OH:18])=[O:24])[CH:25]=[C:9]([C:11]([CH3:14])([CH3:13])[CH3:12])[CH:10]=1)([CH3:4])([CH3:3])[CH3:2], predict the reactants needed to synthesize it. The reactants are: [C:1]([C:5]1[CH:6]=C(CC#N)C=[C:9]([C:11]([CH3:14])([CH3:13])[CH3:12])[CH:10]=1)([CH3:4])([CH3:3])[CH3:2].[OH-:18].[K+].Cl.[CH2:21]1[CH2:25][O:24][CH2:23][CH2:22]1. (6) Given the product [N:29]1([CH2:28][CH2:27][O:26][C:25]2[CH:24]=[C:23]([NH2:14])[CH:36]=[CH:35][CH:34]=2)[CH2:33][CH2:32][CH2:31][CH2:30]1, predict the reactants needed to synthesize it. The reactants are: ClC1C=CC(OC)=CC=1C1C=C(C)C2[N:14]=C(N)N=NC=2C=1.Br[C:23]1[CH:24]=[C:25]([CH:34]=[CH:35][CH:36]=1)[O:26][CH2:27][CH2:28][N:29]1[CH2:33][CH2:32][CH2:31][CH2:30]1.C(=O)([O-])[O-].[Cs+].[Cs+].C1(P(C2C=CC=CC=2)C2C3OC4C(=CC=CC=4P(C4C=CC=CC=4)C4C=CC=CC=4)C(C)(C)C=3C=CC=2)C=CC=CC=1. (7) Given the product [Cl:1][C:2]1[CH:7]=[C:6]([CH2:8][S:30][CH3:29])[CH:5]=[CH:4][C:3]=1[C:10]1[N:14]=[C:13]([C:15]2[N:16]=[C:17]3[C:22]([Cl:23])=[CH:21][C:20]([C:24]([F:27])([F:26])[F:25])=[CH:19][N:18]3[CH:28]=2)[O:12][N:11]=1, predict the reactants needed to synthesize it. The reactants are: [Cl:1][C:2]1[CH:7]=[C:6]([CH2:8]I)[CH:5]=[CH:4][C:3]=1[C:10]1[N:14]=[C:13]([C:15]2[N:16]=[C:17]3[C:22]([Cl:23])=[CH:21][C:20]([C:24]([F:27])([F:26])[F:25])=[CH:19][N:18]3[CH:28]=2)[O:12][N:11]=1.[CH3:29][S-:30].[Na+]. (8) Given the product [C:12]([C:4]1[CH:5]=[CH:6][N:1]=[C:2]([CH3:7])[CH:3]=1)#[N:13], predict the reactants needed to synthesize it. The reactants are: [N+:1]1([O-])[C:2]([CH3:7])=[CH:3][CH:4]=[CH:5][CH:6]=1.ICC.[C-:12]#[N:13].[K+]. (9) The reactants are: [C:1]([O:12][CH3:13])(=[O:11])[C:2]1[CH:10]=[CH:9][C:5]([C:6]([O-:8])=O)=[CH:4][CH:3]=1.[CH:14]1[CH:19]=[C:18]([S:20][S:20][C:18]2[N:17]=[CH:16][CH:15]=[CH:14][CH:19]=2)[N:17]=[CH:16][CH:15]=1.C1(P(C2C=CC=CC=2)C2C=CC=CC=2)C=CC=CC=1. Given the product [N:17]1[CH:16]=[CH:15][CH:14]=[CH:19][C:18]=1[S:20][C:6]([C:5]1[CH:4]=[CH:3][C:2]([C:1]([O:12][CH3:13])=[O:11])=[CH:10][CH:9]=1)=[O:8], predict the reactants needed to synthesize it.